From a dataset of Peptide-MHC class II binding affinity with 134,281 pairs from IEDB. Regression. Given a peptide amino acid sequence and an MHC pseudo amino acid sequence, predict their binding affinity value. This is MHC class II binding data. (1) The peptide sequence is IARLPQVASYVYRRI. The MHC is HLA-DQA10401-DQB10402 with pseudo-sequence HLA-DQA10401-DQB10402. The binding affinity (normalized) is 0.0823. (2) The peptide sequence is KEDFLRCLVKEIPPR. The MHC is DRB1_1201 with pseudo-sequence QEFFIASGAAVDAIMESGLEHFVIDRATYHAVFT. The binding affinity (normalized) is 0.218. (3) The peptide sequence is QRILRKSKRNDGDLD. The MHC is DRB1_1101 with pseudo-sequence DRB1_1101. The binding affinity (normalized) is 0.420. (4) The peptide sequence is ERKLHQQGRCRTCVY. The MHC is HLA-DQA10303-DQB10402 with pseudo-sequence HLA-DQA10303-DQB10402. The binding affinity (normalized) is 0.240. (5) The MHC is HLA-DQA10102-DQB10602 with pseudo-sequence HLA-DQA10102-DQB10602. The peptide sequence is NYNCKILPNTLVLDF. The binding affinity (normalized) is 0.436. (6) The peptide sequence is TRLVEDFSEAVGSSM. The MHC is DRB1_0101 with pseudo-sequence DRB1_0101. The binding affinity (normalized) is 0.555. (7) The peptide sequence is SYKICTDKMFFVKNP. The MHC is DRB3_0301 with pseudo-sequence DRB3_0301. The binding affinity (normalized) is 0.583. (8) The binding affinity (normalized) is 0.216. The peptide sequence is MASSSSVLLVVALFA. The MHC is HLA-DQA10501-DQB10301 with pseudo-sequence HLA-DQA10501-DQB10301. (9) The peptide sequence is SKTHLNFERSLKAFF. The MHC is H-2-IAb with pseudo-sequence H-2-IAb. The binding affinity (normalized) is 0.404. (10) The peptide sequence is QVAQYKALPVVLENA. The MHC is HLA-DPA10103-DPB10401 with pseudo-sequence HLA-DPA10103-DPB10401. The binding affinity (normalized) is 0.112.